Dataset: Catalyst prediction with 721,799 reactions and 888 catalyst types from USPTO. Task: Predict which catalyst facilitates the given reaction. (1) Reactant: [F:1][C:2]1[CH:3]=[C:4]2[N:9]([C:10]=1[CH2:11][NH2:12])[CH:8]=[CH:7][CH:6]=[CH:5]2.O[CH:14]1[O:18][C:17](=O)[CH2:16][CH:15]1[CH2:20][CH2:21][CH3:22]. Product: [F:1][C:2]1[CH:3]=[C:4]2[N:9]([C:10]=1[CH2:11][N:12]1[CH2:14][CH:15]([CH2:20][CH2:21][CH3:22])[CH2:16][C:17]1=[O:18])[CH:8]=[CH:7][CH:6]=[CH:5]2. The catalyst class is: 417. (2) Reactant: Br[C:2]1[CH:19]=[CH:18][C:5]([O:6][C:7]2[CH:16]=[CH:15][C:10]([C:11]([O:13][CH3:14])=[O:12])=[CH:9][C:8]=2[F:17])=[CH:4][C:3]=1[CH:20]=[O:21].CC([O-])=O.[K+].[B:27]1([B:27]2[O:31][C:30]([CH3:33])([CH3:32])[C:29]([CH3:35])([CH3:34])[O:28]2)[O:31][C:30]([CH3:33])([CH3:32])[C:29]([CH3:35])([CH3:34])[O:28]1.CCCCCC.CCOC(C)=O. Product: [F:17][C:8]1[CH:9]=[C:10]([CH:15]=[CH:16][C:7]=1[O:6][C:5]1[CH:18]=[CH:19][C:2]([B:27]2[O:31][C:30]([CH3:33])([CH3:32])[C:29]([CH3:35])([CH3:34])[O:28]2)=[C:3]([CH:20]=[O:21])[CH:4]=1)[C:11]([O:13][CH3:14])=[O:12]. The catalyst class is: 75. (3) Reactant: C(OC(=O)[NH:7][C:8]1[CH:13]=[CH:12][C:11](Cl)=[CH:10][C:9]=1[NH:15][C:16](=[O:34])[CH2:17][C:18]([C:20]1[CH:25]=[CH:24][CH:23]=[C:22]([C:26]2[CH:27]=[N:28][C:29]([O:32][CH3:33])=[CH:30][CH:31]=2)[CH:21]=1)=O)(C)(C)C.C(O)([C:38]([F:41])([F:40])[F:39])=O. Product: [CH3:33][O:32][C:29]1[N:28]=[CH:27][C:26]([C:22]2[CH:21]=[C:20]([C:18]3[CH2:17][C:16](=[O:34])[NH:15][C:9]4[CH:10]=[C:11]([C:38]([F:41])([F:40])[F:39])[CH:12]=[CH:13][C:8]=4[N:7]=3)[CH:25]=[CH:24][CH:23]=2)=[CH:31][CH:30]=1. The catalyst class is: 2.